This data is from Forward reaction prediction with 1.9M reactions from USPTO patents (1976-2016). The task is: Predict the product of the given reaction. (1) Given the reactants [H-].[Na+].[NH:3]1[C:11]2[C:6](=[CH:7][CH:8]=[CH:9][CH:10]=2)[CH:5]=[N:4]1.F[C:13]1[CH:18]=[C:17]([I:19])[CH:16]=[CH:15][N:14]=1, predict the reaction product. The product is: [I:19][C:17]1[CH:16]=[CH:15][N:14]=[C:13]([N:3]2[C:11]3[C:6](=[CH:7][CH:8]=[CH:9][CH:10]=3)[CH:5]=[N:4]2)[CH:18]=1. (2) Given the reactants [F:1][C:2]([F:30])([F:29])[C@H:3]([N:7]1[CH:11]=[C:10]([C:12]2[C:13]3[CH:20]=[CH:19][N:18]([CH2:21][O:22][CH2:23][CH2:24][Si:25]([CH3:28])([CH3:27])[CH3:26])[C:14]=3[N:15]=[CH:16][N:17]=2)[CH:9]=[N:8]1)[CH2:4][C:5]#N.[H-].C([Al+]CC(C)C)C(C)C.C[OH:42].Cl, predict the reaction product. The product is: [F:1][C:2]([F:29])([F:30])[C@H:3]([N:7]1[CH:11]=[C:10]([C:12]2[C:13]3[CH:20]=[CH:19][N:18]([CH2:21][O:22][CH2:23][CH2:24][Si:25]([CH3:26])([CH3:27])[CH3:28])[C:14]=3[N:15]=[CH:16][N:17]=2)[CH:9]=[N:8]1)[CH2:4][CH:5]=[O:42]. (3) Given the reactants Cl[C:2]1[C:3]2[S:10][C:9]([C:11]([OH:13])=[O:12])=[CH:8][C:4]=2[N:5]=[CH:6][N:7]=1.C(N(CC)CC)C.[NH:21]1[CH2:26][CH2:25][CH:24]([CH2:27][CH2:28][NH:29][C:30](=[O:36])[O:31][C:32]([CH3:35])([CH3:34])[CH3:33])[CH2:23][CH2:22]1, predict the reaction product. The product is: [C:32]([O:31][C:30]([NH:29][CH2:28][CH2:27][CH:24]1[CH2:23][CH2:22][N:21]([C:2]2[C:3]3[S:10][C:9]([C:11]([OH:13])=[O:12])=[CH:8][C:4]=3[N:5]=[CH:6][N:7]=2)[CH2:26][CH2:25]1)=[O:36])([CH3:35])([CH3:33])[CH3:34]. (4) Given the reactants [NH:1]1[CH:5]=[CH:4][C:3](B(O)O)=[N:2]1.Br[C:10]1[CH:15]=[CH:14][C:13]([NH:16][C:17]([N:19]2[CH2:27][C:26]3[C:21](=[CH:22][CH:23]=[CH:24][CH:25]=3)[CH2:20]2)=[O:18])=[C:12]([F:28])[CH:11]=1.Br[C:30]1[CH:31]=C2C(=C[CH:38]=1)CN(C(NC1C=CC(C(=O)NCCC)=CC=1)=O)C2, predict the reaction product. The product is: [F:28][C:12]1[CH:11]=[C:10]([C:4]2[CH:3]=[N:2][N:1]([CH2:38][CH2:30][CH3:31])[CH:5]=2)[CH:15]=[CH:14][C:13]=1[NH:16][C:17]([N:19]1[CH2:27][C:26]2[C:21](=[CH:22][CH:23]=[CH:24][CH:25]=2)[CH2:20]1)=[O:18]. (5) Given the reactants P([O:13][CH2:14][CH2:15][N:16]([CH2:20][CH2:21][CH2:22][O:23][C:24]1[CH:33]=[C:32]2[C:27]([C:28]([NH:34][C:35]3[CH:39]=[C:38]([CH2:40][C:41]([NH:43][C:44]4[CH:49]=[C:48]([F:50])[CH:47]=[C:46]([F:51])[CH:45]=4)=[O:42])[NH:37][N:36]=3)=[N:29][CH:30]=[N:31]2)=[CH:26][C:25]=1[O:52][CH3:53])[CH2:17][CH2:18][CH3:19])(OC(C)(C)C)(OC(C)(C)C)=O.C(NCCO)CC, predict the reaction product. The product is: [F:51][C:46]1[CH:45]=[C:44]([NH:43][C:41](=[O:42])[CH2:40][C:38]2[NH:37][N:36]=[C:35]([NH:34][C:28]3[C:27]4[C:32](=[CH:33][C:24]([O:23][CH2:22][CH2:21][CH2:20][N:16]([CH2:15][CH2:14][OH:13])[CH2:17][CH2:18][CH3:19])=[C:25]([O:52][CH3:53])[CH:26]=4)[N:31]=[CH:30][N:29]=3)[CH:39]=2)[CH:49]=[C:48]([F:50])[CH:47]=1. (6) Given the reactants C([O:3][C:4]([C:6]1[CH:7]=[C:8]2[C:13](=[CH:14][CH:15]=1)[NH:12][CH:11]([C:16]1[CH:21]=[C:20]([N:22]3[CH2:27][CH2:26][O:25][CH2:24][CH2:23]3)[CH:19]=[C:18]([Cl:28])[CH:17]=1)[C:10]([CH3:30])([CH3:29])[CH2:9]2)=[O:5])C.O.[OH-].[Li+].O.Cl, predict the reaction product. The product is: [Cl:28][C:18]1[CH:17]=[C:16]([CH:11]2[C:10]([CH3:29])([CH3:30])[CH2:9][C:8]3[C:13](=[CH:14][CH:15]=[C:6]([C:4]([OH:5])=[O:3])[CH:7]=3)[NH:12]2)[CH:21]=[C:20]([N:22]2[CH2:27][CH2:26][O:25][CH2:24][CH2:23]2)[CH:19]=1. (7) Given the reactants [C:1]([C:3]1[C:4]([N:9]([CH3:19])[S:10]([C:13]2[CH:18]=[CH:17][CH:16]=[CH:15][CH:14]=2)(=[O:12])=[O:11])=[N:5][CH:6]=[CH:7][N:8]=1)#[N:2].[H][H], predict the reaction product. The product is: [NH2:2][CH2:1][C:3]1[C:4]([N:9]([CH3:19])[S:10]([C:13]2[CH:14]=[CH:15][CH:16]=[CH:17][CH:18]=2)(=[O:12])=[O:11])=[N:5][CH:6]=[CH:7][N:8]=1.